This data is from Forward reaction prediction with 1.9M reactions from USPTO patents (1976-2016). The task is: Predict the product of the given reaction. (1) Given the reactants [CH2:1]([O:8][C:9]1[CH:10]=[CH:11][C:12]2[C:16]([Br:17])=[C:15]([Br:18])[S:14][C:13]=2[CH:19]=1)[C:2]1[CH:7]=[CH:6][CH:5]=[CH:4][CH:3]=1.FC(F)(F)C(O)=[O:23].OO.S(=O)(O)[O-].[Na+], predict the reaction product. The product is: [CH2:1]([O:8][C:9]1[CH:10]=[CH:11][C:12]2[C:16]([Br:17])=[C:15]([Br:18])[S:14](=[O:23])[C:13]=2[CH:19]=1)[C:2]1[CH:3]=[CH:4][CH:5]=[CH:6][CH:7]=1. (2) Given the reactants [NH:1]([C:18]([O:20]CC1C2C(=CC=CC=2)C2C1=CC=CC=2)=O)[C@H:2]([C:15]([OH:17])=[O:16])[CH2:3][C:4]1[CH:9]=[CH:8][C:7]([O:10]C(C)(C)C)=[CH:6][CH:5]=1.[F:35][C:36]1[CH:41]=[CH:40][C:39]([C:42]2[N:47]=[C:46]([O:48][CH2:49][CH2:50][CH2:51][CH2:52][CH2:53]C(O)=O)[CH:45]=[C:44]([C:57]3[CH:62]=[CH:61][CH:60]=[CH:59][CH:58]=3)[CH:43]=2)=[CH:38][CH:37]=1.CN(C(ON1N=NC2C=CC=CC1=2)=[N+](C)C)C.F[P-](F)(F)(F)(F)F.C1C=CC2N(O)N=NC=2C=1, predict the reaction product. The product is: [F:35][C:36]1[CH:41]=[CH:40][C:39]([C:42]2[N:47]=[C:46]([O:48][CH2:49][CH2:50][CH2:51][CH2:52][CH2:53][C:18]([NH:1][C@H:2]([C:15]([OH:17])=[O:16])[CH2:3][C:4]3[CH:5]=[CH:6][C:7]([OH:10])=[CH:8][CH:9]=3)=[O:20])[CH:45]=[C:44]([C:57]3[CH:58]=[CH:59][CH:60]=[CH:61][CH:62]=3)[CH:43]=2)=[CH:38][CH:37]=1. (3) Given the reactants Cl[C:2]1[N:7]=[C:6]([C:8]2[CH:9]=[C:10]([C:14](=[O:16])[CH3:15])[CH:11]=[CH:12][CH:13]=2)[CH:5]=[CH:4][N:3]=1.[CH3:17][O:18][C:19]1[CH:24]=[CH:23][C:22]([CH2:25][CH2:26][NH2:27])=[CH:21][CH:20]=1, predict the reaction product. The product is: [CH3:17][O:18][C:19]1[CH:24]=[CH:23][C:22]([CH2:25][CH2:26][NH:27][C:2]2[N:7]=[C:6]([C:8]3[CH:9]=[C:10]([C:14](=[O:16])[CH3:15])[CH:11]=[CH:12][CH:13]=3)[CH:5]=[CH:4][N:3]=2)=[CH:21][CH:20]=1. (4) The product is: [CH3:22][C:12]1([CH3:23])[C:11]2[CH:10]=[C:9]3[NH:8][C:7]4[C:6]([C:21]3=[CH:20][C:19]=2[C:18]2[C:13]1=[CH:14][CH:15]=[CH:16][CH:17]=2)=[CH:5][N:4]=[CH:3][CH:2]=4. Given the reactants Cl[C:2]1[CH:3]=[N:4][CH:5]=[CH:6][C:7]=1[NH:8][C:9]1[CH:21]=[CH:20][C:19]2[C:18]3[C:13](=[CH:14][CH:15]=[CH:16][CH:17]=3)[C:12]([CH3:23])([CH3:22])[C:11]=2[CH:10]=1.CC(C)([O-])C.[Na+].P(C(C)(C)C)(C(C)(C)C)C(C)(C)C.C1(C)C=CC=CC=1.C([O-])([O-])=O.[Na+].[Na+], predict the reaction product. (5) The product is: [CH3:15][C:14]1[N:13]=[C:12]([NH:16][C:17]([NH:19][C:20](=[O:25])[C:21]([CH3:24])([CH3:23])[CH3:22])=[O:18])[CH:11]=[CH:10][C:9]=1[O:8][C:6]1[CH:5]=[CH:4][N:3]=[C:2]([C:11]2[CH:12]=[N:13][C:14]([CH3:15])=[CH:9][CH:10]=2)[CH:7]=1. Given the reactants Cl[C:2]1[CH:7]=[C:6]([O:8][C:9]2[CH:10]=[CH:11][C:12]([NH:16][C:17]([NH:19][C:20](=[O:25])[C:21]([CH3:24])([CH3:23])[CH3:22])=[O:18])=[N:13][C:14]=2[CH3:15])[CH:5]=[CH:4][N:3]=1, predict the reaction product. (6) Given the reactants FC(F)(F)C1C=C(NC(=O)NC2C=CC(C3SC(CCC(OC)=O)=NC=3)=CC=2)C=CC=1.[NH2:32][C:33]1[CH:38]=[CH:37][C:36]([C:39]2[S:43][C:42]([CH2:44][CH2:45][CH2:46][C:47]([O:49][CH3:50])=[O:48])=[N:41][N:40]=2)=[CH:35][CH:34]=1.[Cl:51][C:52]1[CH:57]=[CH:56][C:55]([N:58]=[C:59]=[O:60])=[C:54]([O:61][C:62]2[CH:67]=[CH:66][CH:65]=[CH:64][CH:63]=2)[CH:53]=1, predict the reaction product. The product is: [Cl:51][C:52]1[CH:57]=[CH:56][C:55]([NH:58][C:59](=[O:60])[NH:32][C:33]2[CH:34]=[CH:35][C:36]([C:39]3[S:43][C:42]([CH2:44][CH2:45][CH2:46][C:47]([O:49][CH3:50])=[O:48])=[N:41][N:40]=3)=[CH:37][CH:38]=2)=[C:54]([O:61][C:62]2[CH:63]=[CH:64][CH:65]=[CH:66][CH:67]=2)[CH:53]=1. (7) Given the reactants [F-].C([N+](CCCC)(CCCC)CCCC)CCC.[Si]([O:26][C:27]1[C:35]2[N:34]=[C:33]([CH:36]([F:38])[F:37])[N:32]([C:39]3[N:44]=[C:43]([N:45]4[CH2:49][CH2:48][CH2:47][CH:46]4[CH2:50][OH:51])[CH:42]=[C:41]([N:52]4[CH2:57][CH2:56][O:55][CH2:54][CH2:53]4)[N:40]=3)[C:31]=2[CH:30]=[CH:29][CH:28]=1)(C(C)(C)C)(C)C.O, predict the reaction product. The product is: [F:38][CH:36]([F:37])[C:33]1[N:32]([C:39]2[N:44]=[C:43]([N:45]3[CH2:49][CH2:48][CH2:47][CH:46]3[CH2:50][OH:51])[CH:42]=[C:41]([N:52]3[CH2:53][CH2:54][O:55][CH2:56][CH2:57]3)[N:40]=2)[C:31]2[CH:30]=[CH:29][CH:28]=[C:27]([OH:26])[C:35]=2[N:34]=1. (8) The product is: [F:1][C:2]([F:36])([F:35])[C:3]1[CH:4]=[C:5]([CH:28]=[C:29]([C:31]([F:34])([F:33])[F:32])[CH:30]=1)[CH2:6][N:7]1[CH2:14][CH2:13][CH2:12][O:11][C:10]2[N:15]=[C:16]([N:47]3[CH2:48][CH2:49][N:44]([S:51]([CH3:50])(=[O:53])=[O:52])[CH2:45][CH2:46]3)[CH:17]=[C:18]([C:19]3[CH:24]=[CH:23][C:22]([F:25])=[CH:21][CH:20]=3)[C:9]=2[C:8]1=[O:27]. Given the reactants [F:1][C:2]([F:36])([F:35])[C:3]1[CH:4]=[C:5]([CH:28]=[C:29]([C:31]([F:34])([F:33])[F:32])[CH:30]=1)[CH2:6][N:7]1[CH2:14][CH2:13][CH2:12][O:11][C:10]2[N:15]=[C:16](Cl)[CH:17]=[C:18]([C:19]3[CH:24]=[CH:23][C:22]([F:25])=[CH:21][CH:20]=3)[C:9]=2[C:8]1=[O:27].C(OC([N:44]1[CH2:49][CH2:48][NH:47][CH2:46][CH2:45]1)=O)(C)(C)C.[CH3:50][S:51](Cl)(=[O:53])=[O:52], predict the reaction product.